From a dataset of Catalyst prediction with 721,799 reactions and 888 catalyst types from USPTO. Predict which catalyst facilitates the given reaction. (1) Reactant: [Si:1]([O:8][CH2:9][C:10]1[C:18]2[O:17][N:16]=[C:15]([CH2:19][CH2:20][CH:21]3[CH2:26][CH2:25][N:24]([C:27]([O:29][C:30]([CH3:33])([CH3:32])[CH3:31])=[O:28])[CH2:23][CH2:22]3)[C:14]=2[CH:13]=[CH:12][C:11]=1[OH:34])([C:4]([CH3:7])([CH3:6])[CH3:5])([CH3:3])[CH3:2].N1C=CC=CC=1.[F:41][C:42]([F:55])([F:54])[S:43](O[S:43]([C:42]([F:55])([F:54])[F:41])(=[O:45])=[O:44])(=[O:45])=[O:44].N. Product: [Si:1]([O:8][CH2:9][C:10]1[C:18]2[O:17][N:16]=[C:15]([CH2:19][CH2:20][CH:21]3[CH2:22][CH2:23][N:24]([C:27]([O:29][C:30]([CH3:33])([CH3:32])[CH3:31])=[O:28])[CH2:25][CH2:26]3)[C:14]=2[CH:13]=[CH:12][C:11]=1[O:34][S:43]([C:42]([F:55])([F:54])[F:41])(=[O:45])=[O:44])([C:4]([CH3:6])([CH3:7])[CH3:5])([CH3:2])[CH3:3]. The catalyst class is: 2. (2) Reactant: [Br:1][C:2]1[CH:3]=[C:4]2[C:9](=[C:10]([CH3:12])[CH:11]=1)[N:8]=[C:7](Cl)[C:6]([C:14]1[CH:19]=[CH:18][C:17]([O:20][C:21]([F:24])([F:23])[F:22])=[CH:16][CH:15]=1)=[C:5]2[Cl:25].[CH3:26][O-:27].[Na+]. Product: [Br:1][C:2]1[CH:3]=[C:4]2[C:9](=[C:10]([CH3:12])[CH:11]=1)[N:8]=[C:7]([O:27][CH3:26])[C:6]([C:14]1[CH:19]=[CH:18][C:17]([O:20][C:21]([F:24])([F:23])[F:22])=[CH:16][CH:15]=1)=[C:5]2[Cl:25]. The catalyst class is: 308. (3) Reactant: C(O[CH:9]1[C:14](=[O:15])[NH:13][C:12]2[CH:16]=[CH:17][CH:18]=[C:19]([C:20](=[O:26])[CH:21](OCC)O)[C:11]=2[O:10]1)C1C=CC=CC=1.[NH2:27][C:28]([CH3:46])([CH3:45])[CH2:29][C:30]1[CH:44]=[CH:43][C:33]([O:34][CH2:35][CH2:36][CH2:37][C:38]([O:40][CH2:41][CH3:42])=[O:39])=[CH:32][CH:31]=1.O.[C:48]([OH:53])(=O)[C:49](O)=O. Product: [CH2:48]([O:53][C:17]1[CH:18]=[C:19]([CH:20]([OH:26])[CH2:21][NH:27][C:28]([CH3:45])([CH3:46])[CH2:29][C:30]2[CH:44]=[CH:43][C:33]([O:34][CH2:35][CH2:36][CH2:37][C:38]([O:40][CH2:41][CH3:42])=[O:39])=[CH:32][CH:31]=2)[C:11]2[O:10][CH2:9][C:14](=[O:15])[NH:13][C:12]=2[CH:16]=1)[C:49]1[CH:18]=[CH:19][CH:11]=[CH:12][CH:16]=1. The catalyst class is: 698. (4) Reactant: [OH:1][C:2]1[CH:22]=[CH:21][C:5](/[CH:6]=[C:7]2/[C:8](=[O:20])[NH:9][C:10]3[C:15]/2=[CH:14][C:13]([O:16][CH3:17])=[C:12]([O:18][CH3:19])[CH:11]=3)=[CH:4][CH:3]=1.[P:23](Cl)([O:28][CH2:29][CH3:30])([O:25][CH2:26][CH3:27])=[O:24]. Product: [P:23]([O:28][CH2:29][CH3:30])([O:25][CH2:26][CH3:27])([O:1][C:2]1[CH:3]=[CH:4][C:5](/[CH:6]=[C:7]2/[C:8](=[O:20])[NH:9][C:10]3[C:15]/2=[CH:14][C:13]([O:16][CH3:17])=[C:12]([O:18][CH3:19])[CH:11]=3)=[CH:21][CH:22]=1)=[O:24]. The catalyst class is: 4. (5) Reactant: C([N:8](CC1C=CC=CC=1)[CH2:9][C:10]([F:24])([F:23])[CH2:11][O:12][CH2:13][CH2:14][CH2:15][C:16]([O:18][C:19]([CH3:22])([CH3:21])[CH3:20])=[O:17])C1C=CC=CC=1.C(O)(C(F)(F)F)=O. Product: [NH2:8][CH2:9][C:10]([F:23])([F:24])[CH2:11][O:12][CH2:13][CH2:14][CH2:15][C:16]([O:18][C:19]([CH3:20])([CH3:21])[CH3:22])=[O:17]. The catalyst class is: 320.